Dataset: Reaction yield outcomes from USPTO patents with 853,638 reactions. Task: Predict the reaction yield, written as a fraction of the theoretical maximum amount of product (1.0 means a 100% yield; for example, 0.34 means a 34% yield). (1) The reactants are [F:1][C:2]([F:9])([F:8])[C:3]1[CH:7]=[CH:6][NH:5][N:4]=1.C1C(=O)N([Cl:17])C(=O)C1. The catalyst is CC#N. The product is [Cl:17][C:7]1[C:3]([C:2]([F:9])([F:8])[F:1])=[N:4][NH:5][CH:6]=1. The yield is 0.770. (2) The reactants are [F:1][C:2]1[CH:3]=[C:4]([CH2:9][C:10]([OH:12])=[O:11])[CH:5]=[CH:6][C:7]=1[F:8].S(=O)(=O)(O)O.[CH3:18]O. No catalyst specified. The product is [CH3:18][O:11][C:10](=[O:12])[CH2:9][C:4]1[CH:5]=[CH:6][C:7]([F:8])=[C:2]([F:1])[CH:3]=1. The yield is 0.990. (3) The reactants are [N+:1]([CH2:4][CH2:5][C:6]([O:8][CH2:9][CH3:10])=[O:7])([O-:3])=[O:2].[O-]CC.[Na+].[Cl:15][CH2:16][CH2:17][O:18][C:19]1[CH:20]=[C:21]([CH:29]=O)[C:22](=[CH:25][C:26]=1[O:27][CH3:28])[CH:23]=O. The catalyst is C(O)C. The product is [Cl:15][CH2:16][CH2:17][O:18][C:19]1[CH:20]=[C:21]2[C:22]([CH:23]=[C:4]([N+:1]([O-:3])=[O:2])[C:5]([C:6]([O:8][CH2:9][CH3:10])=[O:7])=[CH:29]2)=[CH:25][C:26]=1[O:27][CH3:28]. The yield is 0.700. (4) The reactants are [NH2:1][C:2]1[C:11]2[C:6](=[C:7](Br)[CH:8]=[CH:9][CH:10]=2)[N:5]=[N:4][C:3]=1[C:13]([NH:15][CH2:16][CH2:17][CH3:18])=[O:14].[CH3:19][O:20][C:21]1[N:26]=[C:25]([O:27][CH3:28])[C:24](B(O)O)=[CH:23][N:22]=1. No catalyst specified. The product is [NH2:1][C:2]1[C:11]2[C:6](=[C:7]([C:24]3[C:25]([O:27][CH3:28])=[N:26][C:21]([O:20][CH3:19])=[N:22][CH:23]=3)[CH:8]=[CH:9][CH:10]=2)[N:5]=[N:4][C:3]=1[C:13]([NH:15][CH2:16][CH2:17][CH3:18])=[O:14]. The yield is 0.280. (5) The reactants are [CH3:1][O:2][C:3]1[CH:11]=[C:10]2[C:6](/[C:7](=[CH:13]/[C:14]3[CH:19]=[CH:18][CH:17]=[C:16]([Cl:20])[CH:15]=3)/[C:8](=[O:12])[NH:9]2)=[CH:5][CH:4]=1.[F:21][C:22]1[CH:23]=[CH:24][C:25]([CH3:37])=[C:26]([CH:28]=[N:29][C:30]([O:32][Si](C)(C)C)=[CH2:31])[CH:27]=1. The product is [Cl:20][C:16]1[CH:15]=[C:14]([CH:13]2[CH2:31][C:30](=[O:32])[NH:29][CH:28]([C:26]3[CH:27]=[C:22]([F:21])[CH:23]=[CH:24][C:25]=3[CH3:37])[C:7]32[C:6]2[C:10](=[CH:11][C:3]([O:2][CH3:1])=[CH:4][CH:5]=2)[NH:9][C:8]3=[O:12])[CH:19]=[CH:18][CH:17]=1. The catalyst is C1(C)C=CC=CC=1. The yield is 0.100.